From a dataset of NCI-60 drug combinations with 297,098 pairs across 59 cell lines. Regression. Given two drug SMILES strings and cell line genomic features, predict the synergy score measuring deviation from expected non-interaction effect. (1) Synergy scores: CSS=-0.784, Synergy_ZIP=0.463, Synergy_Bliss=1.38, Synergy_Loewe=-19.5, Synergy_HSA=-6.52. Drug 2: C1=CC=C(C=C1)NC(=O)CCCCCCC(=O)NO. Drug 1: CCCCCOC(=O)NC1=NC(=O)N(C=C1F)C2C(C(C(O2)C)O)O. Cell line: NCIH23. (2) Drug 1: CC1=C2C(C(=O)C3(C(CC4C(C3C(C(C2(C)C)(CC1OC(=O)C(C(C5=CC=CC=C5)NC(=O)C6=CC=CC=C6)O)O)OC(=O)C7=CC=CC=C7)(CO4)OC(=O)C)O)C)OC(=O)C. Drug 2: CC(C)NC(=O)C1=CC=C(C=C1)CNNC.Cl. Cell line: UACC-257. Synergy scores: CSS=23.0, Synergy_ZIP=-5.95, Synergy_Bliss=1.48, Synergy_Loewe=-29.8, Synergy_HSA=-0.627. (3) Drug 1: CCCS(=O)(=O)NC1=C(C(=C(C=C1)F)C(=O)C2=CNC3=C2C=C(C=N3)C4=CC=C(C=C4)Cl)F. Drug 2: COC1=CC(=CC(=C1O)OC)C2C3C(COC3=O)C(C4=CC5=C(C=C24)OCO5)OC6C(C(C7C(O6)COC(O7)C8=CC=CS8)O)O. Cell line: OVCAR-8. Synergy scores: CSS=32.6, Synergy_ZIP=1.60, Synergy_Bliss=0.236, Synergy_Loewe=-26.3, Synergy_HSA=-1.48. (4) Drug 1: CC(C)(C#N)C1=CC(=CC(=C1)CN2C=NC=N2)C(C)(C)C#N. Drug 2: C1CN(P(=O)(OC1)NCCCl)CCCl. Cell line: NCI-H226. Synergy scores: CSS=-3.35, Synergy_ZIP=2.37, Synergy_Bliss=-0.482, Synergy_Loewe=-5.47, Synergy_HSA=-5.43. (5) Drug 1: CC1=CC2C(CCC3(C2CCC3(C(=O)C)OC(=O)C)C)C4(C1=CC(=O)CC4)C. Drug 2: CCC1(CC2CC(C3=C(CCN(C2)C1)C4=CC=CC=C4N3)(C5=C(C=C6C(=C5)C78CCN9C7C(C=CC9)(C(C(C8N6C=O)(C(=O)OC)O)OC(=O)C)CC)OC)C(=O)OC)O.OS(=O)(=O)O. Cell line: NCI-H322M. Synergy scores: CSS=1.25, Synergy_ZIP=15.8, Synergy_Bliss=12.9, Synergy_Loewe=5.55, Synergy_HSA=8.01. (6) Drug 1: CCCS(=O)(=O)NC1=C(C(=C(C=C1)F)C(=O)C2=CNC3=C2C=C(C=N3)C4=CC=C(C=C4)Cl)F. Drug 2: CC12CCC3C(C1CCC2=O)CC(=C)C4=CC(=O)C=CC34C. Cell line: IGROV1. Synergy scores: CSS=14.2, Synergy_ZIP=0.847, Synergy_Bliss=-3.13, Synergy_Loewe=-16.3, Synergy_HSA=-4.19.